This data is from Full USPTO retrosynthesis dataset with 1.9M reactions from patents (1976-2016). The task is: Predict the reactants needed to synthesize the given product. (1) Given the product [NH2:18][C:16]1[S:17][C:13]([C:4]2[CH:5]=[C:6]([Cl:12])[C:7]([S:8]([NH2:9])(=[O:10])=[O:11])=[C:2]([Cl:1])[CH:3]=2)=[C:14]([CH3:22])[N:15]=1, predict the reactants needed to synthesize it. The reactants are: [Cl:1][C:2]1[CH:3]=[C:4]([C:13]2[S:17][C:16]([NH:18]C(=O)C)=[N:15][C:14]=2[CH3:22])[CH:5]=[C:6]([Cl:12])[C:7]=1[S:8](=[O:11])(=[O:10])[NH2:9]. (2) Given the product [Br:7][C:6]1[C:2]([C:13]2[CH:14]=[CH:15][C:10]([O:9][CH3:8])=[CH:11][CH:12]=2)=[CH:3][S:4][CH:5]=1, predict the reactants needed to synthesize it. The reactants are: Br[C:2]1[C:6]([Br:7])=[CH:5][S:4][CH:3]=1.[CH3:8][O:9][C:10]1[CH:15]=[CH:14][C:13](B(O)O)=[CH:12][CH:11]=1.C(=O)([O-])[O-].[Na+].[Na+].C1(C)C=CC=CC=1. (3) Given the product [CH2:12]([CH:11]([CH2:26][CH2:27][CH2:8][CH2:3][CH2:2][CH3:1])[C:10]([OH:17])=[O:16])[CH2:13][CH2:14][CH2:15][CH2:20][CH2:21][CH2:22][CH3:23].[OH:9][CH2:8][CH:3]([CH2:6][OH:7])[OH:18].[OH:9][CH2:8][CH:3]([CH2:6][OH:7])[OH:16].[OH:9][CH2:8][CH:3]([CH2:6][OH:7])[OH:16].[OH:9][CH2:8][CH:3]([CH2:6][OH:7])[OH:16].[OH:9][CH2:8][CH:3]([CH2:6][OH:7])[OH:16].[OH:9][CH2:8][CH:3]([CH2:6][OH:7])[OH:16], predict the reactants needed to synthesize it. The reactants are: [CH3:1][CH2:2][C:3]([CH2:8][OH:9])([CH2:6][OH:7])CO.[C:10]([OH:17])(=[O:16])[CH2:11][CH2:12][CH2:13][CH2:14][CH3:15].[OH:18]N1[C:23](=O)[CH2:22][CH2:21][C:20]1=O.[CH3:26][CH:27](N=C=NC(C)C)C.